The task is: Predict the product of the given reaction.. This data is from Forward reaction prediction with 1.9M reactions from USPTO patents (1976-2016). (1) Given the reactants [F:1][C:2]1[C:7]([F:8])=[C:6]([F:9])[CH:5]=[CH:4][C:3]=1[N+:10]([O-])=O.[C:13]([OH:18])(=[O:17])[C:14]([CH3:16])=O.[H][H], predict the reaction product. The product is: [F:1][C:2]1[C:7]([F:8])=[C:6]([F:9])[CH:5]=[CH:4][C:3]=1[NH:10][CH:14]([CH3:16])[C:13]([OH:18])=[O:17]. (2) The product is: [C:28]([NH:1][C:2]1[CH:3]=[C:4]([CH:23]=[C:24]([Cl:27])[C:25]=1[F:26])[C:5]([NH:7][CH2:8][C:9]1[CH:14]=[CH:13][C:12]([C:15]#[N:16])=[CH:11][C:10]=1[O:17][CH2:18][C:19](=[O:22])[NH:20][CH3:21])=[O:6])(=[O:30])[CH3:29]. Given the reactants [NH2:1][C:2]1[CH:3]=[C:4]([CH:23]=[C:24]([Cl:27])[C:25]=1[F:26])[C:5]([NH:7][CH2:8][C:9]1[CH:14]=[CH:13][C:12]([C:15]#[N:16])=[CH:11][C:10]=1[O:17][CH2:18][C:19](=[O:22])[NH:20][CH3:21])=[O:6].[C:28](OC(=O)C)(=[O:30])[CH3:29].C(N(CC)CC)C.C(Cl)(=O)C, predict the reaction product.